From a dataset of NCI-60 drug combinations with 297,098 pairs across 59 cell lines. Regression. Given two drug SMILES strings and cell line genomic features, predict the synergy score measuring deviation from expected non-interaction effect. (1) Drug 1: CN1C(=O)N2C=NC(=C2N=N1)C(=O)N. Drug 2: CC1CCCC2(C(O2)CC(NC(=O)CC(C(C(=O)C(C1O)C)(C)C)O)C(=CC3=CSC(=N3)C)C)C. Cell line: OVCAR3. Synergy scores: CSS=45.4, Synergy_ZIP=0.399, Synergy_Bliss=-4.58, Synergy_Loewe=-35.8, Synergy_HSA=-6.65. (2) Drug 1: C(CC(=O)O)C(=O)CN.Cl. Drug 2: CC1C(C(CC(O1)OC2CC(CC3=C2C(=C4C(=C3O)C(=O)C5=CC=CC=C5C4=O)O)(C(=O)C)O)N)O. Cell line: HCT-15. Synergy scores: CSS=33.5, Synergy_ZIP=1.56, Synergy_Bliss=2.10, Synergy_Loewe=-24.8, Synergy_HSA=1.89.